From a dataset of Full USPTO retrosynthesis dataset with 1.9M reactions from patents (1976-2016). Predict the reactants needed to synthesize the given product. Given the product [Cl:1][C:2]1[CH:7]=[C:6]([F:8])[C:5]([F:9])=[C:4]([CH:3]=1)[NH2:10], predict the reactants needed to synthesize it. The reactants are: [Cl:1][C:2]1[CH:3]=[C:4]([N+:10]([O-])=O)[C:5]([F:9])=[C:6]([F:8])[CH:7]=1.O.O.[Sn](Cl)Cl.S([O-])([O-])(=O)=O.[Na+].[Na+].